From a dataset of Forward reaction prediction with 1.9M reactions from USPTO patents (1976-2016). Predict the product of the given reaction. (1) Given the reactants [CH2:1](O)[CH2:2][CH2:3][CH2:4][CH2:5][CH2:6][CH2:7][CH2:8][CH2:9][CH2:10][CH3:11].C(=O)(O)O.[NH2:17][NH:18][C:19]([NH2:21])=[NH:20].C1(C)C=CC(S(O)(=O)=O)=CC=1, predict the reaction product. The product is: [CH:1](=[N:17][NH:18][C:19]([NH2:21])=[NH:20])[CH2:2][CH2:3][CH2:4][CH2:5][CH2:6][CH2:7][CH2:8][CH2:9][CH2:10][CH3:11]. (2) Given the reactants S(=O)(=O)(O)O.[Br:6][C:7]1[CH:12]=[CH:11][C:10]([CH:13]2[C:15]3([C:19](=[O:20])[C:18]([CH3:22])([CH3:21])[O:17][C:16]3([CH3:24])[CH3:23])[O:14]2)=[C:9]([CH3:25])[CH:8]=1, predict the reaction product. The product is: [Br:6][C:7]1[CH:12]=[CH:11][C:10]([CH:13]2[C:15](=[O:14])[C:16]([CH3:24])([CH3:23])[O:17][C:18]([CH3:21])([CH3:22])[C:19]2=[O:20])=[C:9]([CH3:25])[CH:8]=1. (3) The product is: [C:1]([C:5]1[CH:6]=[C:7]([NH:11][C:12]([C:13]2[CH:18]=[CH:17][C:16]([N:19]3[CH2:20][CH2:21][N:22]([C:28]4[CH:36]=[CH:35][C:31]([C:32]([OH:34])=[O:33])=[CH:30][CH:29]=4)[CH2:23][CH2:24]3)=[CH:15][C:14]=2[F:25])=[O:26])[CH:8]=[CH:9][CH:10]=1)([CH3:4])([CH3:2])[CH3:3]. Given the reactants [C:1]([C:5]1[CH:6]=[C:7]([NH:11][C:12](=[O:26])[C:13]2[CH:18]=[CH:17][C:16]([N:19]3[CH2:24][CH2:23][NH:22][CH2:21][CH2:20]3)=[CH:15][C:14]=2[F:25])[CH:8]=[CH:9][CH:10]=1)([CH3:4])([CH3:3])[CH3:2].Br[C:28]1[CH:36]=[CH:35][C:31]([C:32]([OH:34])=[O:33])=[CH:30][CH:29]=1.C(C1C=C(NC(C2C=CC(N3CCN(C4C=CC(C(O)=O)=CC=4)CC3)=C(F)C=2)=O)C=CC=1)(C)(C)C, predict the reaction product. (4) Given the reactants Cl[C:2]1[C:11]([C:12]([OH:14])=[O:13])=[CH:10][C:9]2[C:4](=[C:5]([CH3:16])[CH:6]=[C:7]([CH3:15])[CH:8]=2)[N:3]=1.[NH2:17][C@H:18]([C:26]([OH:28])=[O:27])[CH2:19][C:20]1[CH:25]=[CH:24][CH:23]=[CH:22][CH:21]=1, predict the reaction product. The product is: [C:26]([C@@H:18]([NH:17][C:2]1[C:11]([C:12]([OH:14])=[O:13])=[CH:10][C:9]2[C:4](=[C:5]([CH3:16])[CH:6]=[C:7]([CH3:15])[CH:8]=2)[N:3]=1)[CH2:19][C:20]1[CH:25]=[CH:24][CH:23]=[CH:22][CH:21]=1)([OH:28])=[O:27].